Predict the reactants needed to synthesize the given product. From a dataset of Full USPTO retrosynthesis dataset with 1.9M reactions from patents (1976-2016). Given the product [N+:27]([C:30]1[CH:35]=[CH:34][CH:33]=[CH:32][C:31]=1[S:36]([N:8]1[CH2:11][CH2:10][C@H:9]1[C:12]([OH:14])=[O:13])(=[O:38])=[O:37])([O-:29])=[O:28], predict the reactants needed to synthesize it. The reactants are: C(OC([N:8]1[CH2:11][CH2:10][C@H:9]1[C:12]([OH:14])=[O:13])=O)(C)(C)C.S(=O)(=O)(O)O.Cl.C(=O)([O-])[O-].[Na+].[Na+].[N+:27]([C:30]1[CH:35]=[CH:34][CH:33]=[CH:32][C:31]=1[S:36](Cl)(=[O:38])=[O:37])([O-:29])=[O:28].